Dataset: Catalyst prediction with 721,799 reactions and 888 catalyst types from USPTO. Task: Predict which catalyst facilitates the given reaction. (1) Reactant: [CH:1]1([C@@H:5]([NH:7][S:8]([C:10]([CH3:13])([CH3:12])[CH3:11])=[O:9])[CH3:6])[CH2:4][CH2:3][CH2:2]1.[H-].[Na+].Br[CH2:17][C:18]#[CH:19]. Product: [CH:1]1([C@@H:5]([N:7]([CH2:19][C:18]#[CH:17])[S:8]([C:10]([CH3:12])([CH3:11])[CH3:13])=[O:9])[CH3:6])[CH2:4][CH2:3][CH2:2]1. The catalyst class is: 3. (2) Product: [CH3:38][CH:37]([CH3:39])[CH2:36][C@H:32]([NH:31][C:29](=[O:30])[O:28][C:24]([CH3:27])([CH3:26])[CH3:25])[C:33](=[O:34])[NH:1][C:2]1[CH:3]=[CH:4][C:5]2[C:15]3[C:10](=[CH:11][N:12]=[CH:13][CH:14]=3)[C:9](=[O:16])[O:8][C:6]=2[CH:7]=1. The catalyst class is: 2. Reactant: [NH2:1][C:2]1[CH:3]=[CH:4][C:5]2[C:15]3[C:10](=[CH:11][N:12]=[CH:13][CH:14]=3)[C:9](=[O:16])[O:8][C:6]=2[CH:7]=1.C(O)(C(F)(F)F)=O.[C:24]([O:28][C:29]([NH:31][C@@H:32]([CH2:36][CH:37]([CH3:39])[CH3:38])[C:33](O)=[O:34])=[O:30])([CH3:27])([CH3:26])[CH3:25].O.CCN(C(C)C)C(C)C.CN(C(ON1N=NC2C=CC=NC1=2)=[N+](C)C)C.F[P-](F)(F)(F)(F)F. (3) Reactant: [Br:1][C:2]1[CH:7]=[CH:6][C:5]([OH:8])=[C:4]([F:9])[CH:3]=1.Cl[CH2:11][C:12]([CH3:14])=[CH2:13].C(=O)([O-])[O-].[K+].[K+].O. Product: [Br:1][C:2]1[CH:7]=[CH:6][C:5]([O:8][CH2:13][C:12]([CH3:14])=[CH2:11])=[C:4]([F:9])[CH:3]=1. The catalyst class is: 21. (4) Reactant: [Cl:1][C:2]1[CH:3]=[C:4]([CH:18]=[CH:19][C:20]=1[Cl:21])[CH2:5][C:6]1[CH:7]=[N:8][C:9]2[N:10]([N:12]=[CH:13][C:14]=2[C:15]([OH:17])=O)[CH:11]=1.[NH2:22][CH2:23][CH2:24][NH:25][C:26](=[O:32])[O:27][C:28]([CH3:31])([CH3:30])[CH3:29].CN(C(ON1N=NC2C=CC=CC1=2)=[N+](C)C)C.[B-](F)(F)(F)F.C(N(CC)CC)C. Product: [C:28]([O:27][C:26](=[O:32])[NH:25][CH2:24][CH2:23][NH:22][C:15]([C:14]1[CH:13]=[N:12][N:10]2[CH:11]=[C:6]([CH2:5][C:4]3[CH:18]=[CH:19][C:20]([Cl:21])=[C:2]([Cl:1])[CH:3]=3)[CH:7]=[N:8][C:9]=12)=[O:17])([CH3:31])([CH3:29])[CH3:30]. The catalyst class is: 3. (5) Reactant: [OH:1][CH2:2][C:3]1([C:7]([O:9][CH2:10][CH3:11])=[O:8])[CH2:6][CH2:5][CH2:4]1.[F:12][C:13]([F:21])(S(F)(=O)=O)C(O)=O. Product: [F:12][CH:13]([F:21])[O:1][CH2:2][C:3]1([C:7]([O:9][CH2:10][CH3:11])=[O:8])[CH2:6][CH2:5][CH2:4]1. The catalyst class is: 10.